This data is from Peptide-MHC class II binding affinity with 134,281 pairs from IEDB. The task is: Regression. Given a peptide amino acid sequence and an MHC pseudo amino acid sequence, predict their binding affinity value. This is MHC class II binding data. (1) The peptide sequence is RDLLLIVTRIVELLGR. The MHC is DRB1_0802 with pseudo-sequence DRB1_0802. The binding affinity (normalized) is 0.532. (2) The peptide sequence is YDKFLANVSTVLTKK. The binding affinity (normalized) is 0.779. The MHC is DRB1_0802 with pseudo-sequence DRB1_0802. (3) The peptide sequence is RSKFLLMDALKLSIE. The MHC is DRB3_0101 with pseudo-sequence DRB3_0101. The binding affinity (normalized) is 0.855. (4) The peptide sequence is EPGHLAPTGMFVAGA. The MHC is DRB3_0101 with pseudo-sequence DRB3_0101. The binding affinity (normalized) is 0.314. (5) The peptide sequence is EKKYFAATQLEPLAA. The MHC is DRB1_0701 with pseudo-sequence DRB1_0701. The binding affinity (normalized) is 0.838.